This data is from NCI-60 drug combinations with 297,098 pairs across 59 cell lines. The task is: Regression. Given two drug SMILES strings and cell line genomic features, predict the synergy score measuring deviation from expected non-interaction effect. Drug 1: C1=CC(=CC=C1CCCC(=O)O)N(CCCl)CCCl. Drug 2: C1CNP(=O)(OC1)N(CCCl)CCCl. Cell line: SW-620. Synergy scores: CSS=20.3, Synergy_ZIP=-4.82, Synergy_Bliss=-7.28, Synergy_Loewe=-22.8, Synergy_HSA=-6.53.